Dataset: Forward reaction prediction with 1.9M reactions from USPTO patents (1976-2016). Task: Predict the product of the given reaction. (1) Given the reactants C([N:11]([C:15]#[N:16])[C:12]([NH2:14])=[NH:13])CCCCCCCCC.[NH:17]1[CH2:22][CH2:21][CH2:20][CH2:19][CH2:18]1.[ClH:23].C(O[CH2:28][CH3:29])(=O)C.[C:30]1([CH3:37])[C:31]([CH3:36])=[CH:32][CH:33]=[CH:34][CH:35]=1, predict the reaction product. The product is: [ClH:23].[CH2:37]([NH:14][C:12]([NH:11][C:15](=[NH:16])[N:17]1[CH2:22][CH2:21][CH2:20][CH2:19][CH2:18]1)=[NH:13])[CH2:30][CH2:35][CH2:34][CH2:33][CH2:32][CH2:31][CH2:36][CH2:28][CH3:29]. (2) Given the reactants CC1C=CC(C2C3C(=CC=CC=3)NN=2)=CC=1.CC[O-].[Na+].C(Cl)C1C=CC=CC=1.Cl[C:30]1[CH:52]=[CH:51][C:33]([CH2:34][N:35]2[C:43]([C:44]3[CH:49]=[CH:48][C:47]([CH3:50])=[CH:46][CH:45]=3)=[C:42]3[C:37]([CH:38]=[CH:39][CH:40]=[CH:41]3)=[N:36]2)=[CH:32][CH:31]=1, predict the reaction product. The product is: [CH2:34]([N:35]1[C:43]([C:44]2[CH:45]=[CH:46][C:47]([CH3:50])=[CH:48][CH:49]=2)=[C:42]2[C:37]([CH:38]=[CH:39][CH:40]=[CH:41]2)=[N:36]1)[C:33]1[CH:32]=[CH:31][CH:30]=[CH:52][CH:51]=1. (3) Given the reactants [NH2:1][C:2]1[C:11]2[CH:10]=[CH:9][CH:8]=[C:7](Br)[C:6]=2[N:5]=[C:4]2[CH2:13][N:14]([CH:17]3[CH2:20][CH2:19][CH2:18]3)[C:15](=[O:16])[C:3]=12.[CH3:21][O:22][C:23]1[C:28](B(O)O)=[CH:27][CH:26]=[C:25]([O:32][CH3:33])[N:24]=1, predict the reaction product. The product is: [NH2:1][C:2]1[C:11]2[CH:10]=[CH:9][CH:8]=[C:7]([C:28]3[C:23]([O:22][CH3:21])=[N:24][C:25]([O:32][CH3:33])=[CH:26][CH:27]=3)[C:6]=2[N:5]=[C:4]2[CH2:13][N:14]([CH:17]3[CH2:20][CH2:19][CH2:18]3)[C:15](=[O:16])[C:3]=12. (4) Given the reactants C([N:3]([CH2:6][CH2:7][O:8][CH2:9][CH2:10][C:11]([OH:14])([CH3:13])[CH3:12])C=O)=O.[ClH:15], predict the reaction product. The product is: [ClH:15].[NH2:3][CH2:6][CH2:7][O:8][CH2:9][CH2:10][C:11]([CH3:13])([OH:14])[CH3:12]. (5) Given the reactants CC1[N:3]([C:8]2[N:13]=[C:12]([CH2:14][C:15]([N:17]3[C:25]4[C:20](=[CH:21][C:22]([NH:26][C:27]([C:29]5[C:30]([C:35]6[CH:40]=[CH:39][C:38]([C:41]([F:44])([F:43])[F:42])=[CH:37][CH:36]=6)=[CH:31][CH:32]=[CH:33][CH:34]=5)=[O:28])=[CH:23][CH:24]=4)[CH2:19][CH2:18]3)=[O:16])[CH:11]=[CH:10][N:9]=2)C(C)=CC=1.Cl.NO.C(N(CC)CC)C, predict the reaction product. The product is: [NH2:3][C:8]1[N:13]=[C:12]([CH2:14][C:15]([N:17]2[C:25]3[C:20](=[CH:21][C:22]([NH:26][C:27]([C:29]4[C:30]([C:35]5[CH:36]=[CH:37][C:38]([C:41]([F:43])([F:44])[F:42])=[CH:39][CH:40]=5)=[CH:31][CH:32]=[CH:33][CH:34]=4)=[O:28])=[CH:23][CH:24]=3)[CH2:19][CH2:18]2)=[O:16])[CH:11]=[CH:10][N:9]=1.